Dataset: Peptide-MHC class I binding affinity with 185,985 pairs from IEDB/IMGT. Task: Regression. Given a peptide amino acid sequence and an MHC pseudo amino acid sequence, predict their binding affinity value. This is MHC class I binding data. (1) The peptide sequence is MPLETQLAI. The MHC is HLA-B51:01 with pseudo-sequence HLA-B51:01. The binding affinity (normalized) is 0.807. (2) The peptide sequence is ETIGLVRAL. The MHC is HLA-B15:09 with pseudo-sequence HLA-B15:09. The binding affinity (normalized) is 0.178. (3) The peptide sequence is EISSMLNIM. The MHC is HLA-A26:01 with pseudo-sequence HLA-A26:01. The binding affinity (normalized) is 0.400.